Task: Predict the product of the given reaction.. Dataset: Forward reaction prediction with 1.9M reactions from USPTO patents (1976-2016) (1) Given the reactants CC1C=CC(S(O)(=O)=[O:9])=CC=1.C[O:13][C:14]1[CH:19]=[CH:18][C:17](CS)=[CH:16][CH:15]=1.[CH:22]1[C:27](/[CH:28]=[C:29]2\[C@@H:30](C3C=C(O)C=C(O)C=3)[C@H:31](C3C=CC(O)=CC=3)[C:32]3[C:37]\2=[CH:36][C:35]([OH:38])=[CH:34][C:33]=3[OH:39])=[CH:26][CH:25]=[C:24]([OH:55])[CH:23]=1.[C:56]1([OH:62])[CH:61]=[CH:60][CH:59]=[CH:58][CH:57]=1.B(Br)(Br)Br, predict the reaction product. The product is: [CH:26]1[C:27]([CH2:28][C:29]2[C:37]3[C:32](=[C:33]([OH:39])[CH:34]=[C:35]([OH:38])[CH:36]=3)[C@H:31]([C:60]3[CH:61]=[C:56]([OH:62])[CH:57]=[C:58]([OH:9])[CH:59]=3)[C:30]=2[C:17]2[CH:16]=[CH:15][C:14]([OH:13])=[CH:19][CH:18]=2)=[CH:22][CH:23]=[C:24]([OH:55])[CH:25]=1. (2) Given the reactants [CH2:1]([O:3][C:4]([N:6]1[CH2:12][CH2:11][CH2:10][CH:9]([N:13]2[CH2:18][CH2:17][CH:16]([C:19]([OH:21])=O)[CH2:15][CH2:14]2)[CH2:8][CH2:7]1)=[O:5])[CH3:2].CN(C(ON1[N:38]=[N:37][C:32]2[CH:33]=[CH:34]C=NC1=2)=[N+](C)C)C.F[P-](F)(F)(F)(F)F.[C:46](=NO)(N)C(C)C.CCN(C(C)C)C(C)C.CC[N+](S(N=C(OC)[O-])(=O)=O)(CC)CC, predict the reaction product. The product is: [CH:33]([C:32]1[O:21][C:19]([CH:16]2[CH2:15][CH2:14][N:13]([CH:9]3[CH2:10][CH2:11][CH2:12][N:6]([C:4]([O:3][CH2:1][CH3:2])=[O:5])[CH2:7][CH2:8]3)[CH2:18][CH2:17]2)=[N:38][N:37]=1)([CH3:46])[CH3:34].